From a dataset of Forward reaction prediction with 1.9M reactions from USPTO patents (1976-2016). Predict the product of the given reaction. (1) Given the reactants [CH2:1]([NH:3][C:4](=[O:26])[NH:5][C:6]1[N:11]=[CH:10][C:9](B(O)O)=[C:8]([C:15]2[S:16][CH:17]=[C:18]([C:20]3[CH:25]=[CH:24][CH:23]=[CH:22][N:21]=3)[N:19]=2)[CH:7]=1)[CH3:2].Br[C:28]1[CH:29]=[C:30]([S:34]([NH2:37])(=[O:36])=[O:35])[CH:31]=[N:32][CH:33]=1, predict the reaction product. The product is: [CH2:1]([NH:3][C:4](=[O:26])[NH:5][C:6]1[N:11]=[CH:10][C:9]([C:28]2[CH:33]=[N:32][CH:31]=[C:30]([S:34]([NH2:37])(=[O:36])=[O:35])[CH:29]=2)=[C:8]([C:15]2[S:16][CH:17]=[C:18]([C:20]3[CH:25]=[CH:24][CH:23]=[CH:22][N:21]=3)[N:19]=2)[CH:7]=1)[CH3:2]. (2) Given the reactants C([O:3][C:4](=[O:47])[CH2:5][CH2:6][C:7]1[O:8][C:9]2[CH:46]=[CH:45][CH:44]=[CH:43][C:10]=2[C:11]=1[CH2:12][CH:13]1[CH2:17][CH2:16][CH2:15][N:14]1[C:18](=[O:42])[CH:19]([NH:34][C:35]([O:37][C:38]([CH3:41])([CH3:40])[CH3:39])=[O:36])[CH2:20][CH2:21][CH2:22][NH:23][C:24]([O:26][CH2:27][C:28]1[CH:33]=[CH:32][CH:31]=[CH:30][CH:29]=1)=[O:25])C.[OH-].[Na+], predict the reaction product. The product is: [CH2:27]([O:26][C:24]([NH:23][CH2:22][CH2:21][CH2:20][CH:19]([NH:34][C:35]([O:37][C:38]([CH3:41])([CH3:40])[CH3:39])=[O:36])[C:18]([N:14]1[CH2:15][CH2:16][CH2:17][CH:13]1[CH2:12][C:11]1[C:10]2[CH:43]=[CH:44][CH:45]=[CH:46][C:9]=2[O:8][C:7]=1[CH2:6][CH2:5][C:4]([OH:47])=[O:3])=[O:42])=[O:25])[C:28]1[CH:33]=[CH:32][CH:31]=[CH:30][CH:29]=1.